Dataset: Catalyst prediction with 721,799 reactions and 888 catalyst types from USPTO. Task: Predict which catalyst facilitates the given reaction. Reactant: [C:1]([O:5][C:6]([NH:8][C:9](=[CH:14][C:15]1[CH:20]=[CH:19][N:18]=[CH:17][C:16]=1[N+:21]([O-])=O)[C:10](OC)=[O:11])=[O:7])([CH3:4])([CH3:3])[CH3:2].[H][H]. Product: [C:1]([O:5][C:6](=[O:7])[NH:8][CH:9]1[CH2:14][C:15]2[C:16](=[CH:17][N:18]=[CH:19][CH:20]=2)[NH:21][C:10]1=[O:11])([CH3:4])([CH3:3])[CH3:2]. The catalyst class is: 29.